This data is from NCI-60 drug combinations with 297,098 pairs across 59 cell lines. The task is: Regression. Given two drug SMILES strings and cell line genomic features, predict the synergy score measuring deviation from expected non-interaction effect. (1) Drug 1: CC1=C(C(CCC1)(C)C)C=CC(=CC=CC(=CC(=O)O)C)C. Drug 2: CN1C(=O)N2C=NC(=C2N=N1)C(=O)N. Cell line: MOLT-4. Synergy scores: CSS=5.68, Synergy_ZIP=0.867, Synergy_Bliss=6.41, Synergy_Loewe=-0.451, Synergy_HSA=3.25. (2) Drug 1: C1=CC(=CC=C1CC(C(=O)O)N)N(CCCl)CCCl.Cl. Drug 2: C1=CC(=CC=C1C#N)C(C2=CC=C(C=C2)C#N)N3C=NC=N3. Cell line: SK-MEL-2. Synergy scores: CSS=0.410, Synergy_ZIP=0.640, Synergy_Bliss=-0.989, Synergy_Loewe=-3.24, Synergy_HSA=-3.19. (3) Drug 2: C1CCC(C(C1)N)N.C(=O)(C(=O)[O-])[O-].[Pt+4]. Cell line: HT29. Synergy scores: CSS=53.2, Synergy_ZIP=-0.519, Synergy_Bliss=-1.06, Synergy_Loewe=-35.0, Synergy_HSA=-2.54. Drug 1: CCCCCOC(=O)NC1=NC(=O)N(C=C1F)C2C(C(C(O2)C)O)O. (4) Drug 1: CC1C(C(=O)NC(C(=O)N2CCCC2C(=O)N(CC(=O)N(C(C(=O)O1)C(C)C)C)C)C(C)C)NC(=O)C3=C4C(=C(C=C3)C)OC5=C(C(=O)C(=C(C5=N4)C(=O)NC6C(OC(=O)C(N(C(=O)CN(C(=O)C7CCCN7C(=O)C(NC6=O)C(C)C)C)C)C(C)C)C)N)C. Drug 2: CC(C)NC(=O)C1=CC=C(C=C1)CNNC.Cl. Cell line: MCF7. Synergy scores: CSS=10.4, Synergy_ZIP=-2.24, Synergy_Bliss=3.68, Synergy_Loewe=-12.7, Synergy_HSA=0.0773.